This data is from Reaction yield outcomes from USPTO patents with 853,638 reactions. The task is: Predict the reaction yield, written as a fraction of the theoretical maximum amount of product (1.0 means a 100% yield; for example, 0.34 means a 34% yield). (1) The reactants are [CH3:1][O:2][C:3]1[CH:8]=[C:7]([O:9][CH2:10][C:11]2[CH:16]=[CH:15][N:14]=[CH:13][CH:12]=2)[CH:6]=[CH:5][C:4]=1[CH:17]=[CH:18][C:19](=[O:24])[CH2:20][C:21](=[O:23])[CH3:22].[B]=O.[NH:27]1[C:35]2[C:30](=[CH:31][CH:32]=[CH:33][C:34]=2[CH:36]=O)[CH:29]=[CH:28]1.B(OC(C)C)(OC(C)C)OC(C)C.N1CCCCC1.Cl.C(=O)(O)[O-].[Na+]. The catalyst is C(OCC)(=O)C.[Cl-].[Na+].O. The product is [NH:27]1[C:35]2[C:30](=[CH:31][CH:32]=[CH:33][C:34]=2/[CH:36]=[CH:22]/[C:21](=[O:23])[CH2:20][C:19](=[O:24])/[CH:18]=[CH:17]/[C:4]2[CH:5]=[CH:6][C:7]([O:9][CH2:10][C:11]3[CH:16]=[CH:15][N:14]=[CH:13][CH:12]=3)=[CH:8][C:3]=2[O:2][CH3:1])[CH:29]=[CH:28]1. The yield is 0.360. (2) The reactants are [O:1]1[CH:5]=[CH:4][CH:3]=[C:2]1[CH2:6][CH2:7][C:8]1[CH:13]=[CH:12][C:11]([CH2:14][C:15](Cl)=[N:16][OH:17])=[CH:10][CH:9]=1.O1CCCC1.[C:24]([C:26]1[C:27]([NH2:33])=[N:28][C:29]([NH2:32])=[CH:30][CH:31]=1)#[CH:25].C(N(CC)CC)C. The catalyst is C(OCC)(=O)C.O. The product is [O:1]1[CH:5]=[CH:4][CH:3]=[C:2]1[CH2:6][CH2:7][C:8]1[CH:13]=[CH:12][C:11]([CH2:14][C:15]2[CH:25]=[C:24]([C:26]3[C:27]([NH2:33])=[N:28][C:29]([NH2:32])=[CH:30][CH:31]=3)[O:17][N:16]=2)=[CH:10][CH:9]=1. The yield is 0.720. (3) The reactants are O.[OH-].[Li+].[CH3:4][O:5][C:6]([N:8]1[CH2:13][C:12](=[O:14])[N:11]2[CH:15]([C:18]([O:20]CC)=[O:19])[CH2:16][CH2:17][CH:10]2[CH2:9]1)=[O:7].Cl. The catalyst is O.CO.O1CCCC1. The product is [CH3:4][O:5][C:6]([N:8]1[CH2:13][C:12](=[O:14])[N:11]2[CH:15]([C:18]([OH:20])=[O:19])[CH2:16][CH2:17][CH:10]2[CH2:9]1)=[O:7]. The yield is 1.00. (4) The product is [C:6]([C:5]1[CH:8]=[CH:9][C:2]([B:16]([OH:17])[OH:15])=[CH:3][C:4]=1[O:10][CH3:11])#[N:7]. The reactants are Br[C:2]1[CH:9]=[CH:8][C:5]([C:6]#[N:7])=[C:4]([O:10][CH3:11])[CH:3]=1.C([O:15][B:16](OC(C)C)[O:17]C(C)C)(C)C.C([Li])CCC.Cl. The catalyst is O.C1COCC1. The yield is 0.550. (5) The reactants are [C:1]([O:5][C:6]([N:8]1[CH2:13][CH:12]2[CH:10]([O:11]2)[CH2:9]1)=[O:7])([CH3:4])([CH3:3])[CH3:2].[Cl:14][C:15]1[CH:20]=[CH:19][C:18]([C:21]([N:23]2[CH2:28][CH2:27][NH:26][CH2:25][CH2:24]2)=[O:22])=[CH:17][CH:16]=1. The catalyst is CC#N. The product is [C:1]([O:5][C:6]([N:8]1[CH2:9][CH:10]([OH:11])[CH:12]([N:26]2[CH2:25][CH2:24][N:23]([C:21](=[O:22])[C:18]3[CH:17]=[CH:16][C:15]([Cl:14])=[CH:20][CH:19]=3)[CH2:28][CH2:27]2)[CH2:13]1)=[O:7])([CH3:2])([CH3:3])[CH3:4]. The yield is 0.920. (6) The reactants are [C:1]1([CH2:7][NH:8][C:9]([C:11]2[CH:12]=[N:13][CH:14]=[C:15](B3OC(C)(C)C(C)(C)O3)[CH:16]=2)=[O:10])[CH:6]=[CH:5][CH:4]=[CH:3][CH:2]=1.[NH2:26][C:27]1[C:28]([C:34]([NH:36][CH3:37])=[O:35])=[N:29][C:30](Br)=[CH:31][N:32]=1. No catalyst specified. The product is [NH2:26][C:27]1[C:28]([C:34]([NH:36][CH3:37])=[O:35])=[N:29][C:30]([C:15]2[CH:14]=[N:13][CH:12]=[C:11]([C:9]([NH:8][CH2:7][C:1]3[CH:2]=[CH:3][CH:4]=[CH:5][CH:6]=3)=[O:10])[CH:16]=2)=[CH:31][N:32]=1. The yield is 0.380. (7) The reactants are [OH:1][CH:2]1[C:11]2[C:6](=[CH:7][CH:8]=[C:9](B(O)O)[CH:10]=2)[O:5][C:4]([CH3:16])([CH3:15])[CH2:3]1.Br[C:18]1[C:23](=[O:24])[N:22]([CH2:25][C:26]2[CH:31]=[CH:30][C:29]([C:32]3[C:33]([C:38]#[N:39])=[CH:34][CH:35]=[CH:36][CH:37]=3)=[CH:28][CH:27]=2)[C:21]([CH2:40][CH2:41][CH3:42])=[N:20][C:19]=1[CH3:43]. The catalyst is O1CCOCC1.C(=O)([O-])[O-].[Cs+].[Cs+].C(OCC)(=O)C.C1C=CC(P(C2C=CC=CC=2)[C-]2C=CC=C2)=CC=1.C1C=CC(P(C2C=CC=CC=2)[C-]2C=CC=C2)=CC=1.Cl[Pd]Cl.[Fe+2]. The product is [OH:1][CH:2]1[C:11]2[C:6](=[CH:7][CH:8]=[C:9]([C:18]3[C:23](=[O:24])[N:22]([CH2:25][C:26]4[CH:27]=[CH:28][C:29]([C:32]5[C:33]([C:38]#[N:39])=[CH:34][CH:35]=[CH:36][CH:37]=5)=[CH:30][CH:31]=4)[C:21]([CH2:40][CH2:41][CH3:42])=[N:20][C:19]=3[CH3:43])[CH:10]=2)[O:5][C:4]([CH3:16])([CH3:15])[CH2:3]1. The yield is 0.760. (8) The reactants are Br[C:2]1[CH:23]=[CH:22][C:5]2[C:6]3[N:7]([CH:11]=[C:12]([C:14]4[N:18]([CH:19]([CH3:21])[CH3:20])[N:17]=[CH:16][N:15]=4)[N:13]=3)[CH2:8][CH2:9][O:10][C:4]=2[CH:3]=1.[CH3:24][C:25]1([CH3:41])[C:29]([CH3:31])([CH3:30])[O:28][B:27]([B:27]2[O:28][C:29]([CH3:31])([CH3:30])[C:25]([CH3:41])([CH3:24])[O:26]2)[O:26]1.CC([O-])=O.[K+]. The catalyst is CN(C=O)C.C1C=CC(P(C2C=CC=CC=2)[C-]2C=CC=C2)=CC=1.C1C=CC(P(C2C=CC=CC=2)[C-]2C=CC=C2)=CC=1.Cl[Pd]Cl.[Fe+2]. The product is [CH:19]([N:18]1[C:14]([C:12]2[N:13]=[C:6]3[C:5]4[CH:22]=[CH:23][C:2]([B:27]5[O:28][C:29]([CH3:31])([CH3:30])[C:25]([CH3:41])([CH3:24])[O:26]5)=[CH:3][C:4]=4[O:10][CH2:9][CH2:8][N:7]3[CH:11]=2)=[N:15][CH:16]=[N:17]1)([CH3:21])[CH3:20]. The yield is 0.490.